From a dataset of Catalyst prediction with 721,799 reactions and 888 catalyst types from USPTO. Predict which catalyst facilitates the given reaction. (1) Reactant: [Cl:1][C:2]1[CH:14]=[C:13]([Cl:15])[C:12]([O:16][C:17]2[N:21]([CH3:22])[N:20]=[C:19]([CH3:23])[C:18]=2[CH2:24][OH:25])=[CH:11][C:3]=1[O:4][C@@H:5]([CH3:10])[C:6]([O:8][CH3:9])=[O:7].[C:26](N1C=CN=C1)([N:28]1[CH:32]=[CH:31]N=C1)=[O:27].C(N)C.Cl. Product: [Cl:1][C:2]1[CH:14]=[C:13]([Cl:15])[C:12]([O:16][C:17]2[N:21]([CH3:22])[N:20]=[C:19]([CH3:23])[C:18]=2[CH2:24][O:25][C:26]([NH:28][CH2:32][CH3:31])=[O:27])=[CH:11][C:3]=1[O:4][C@@H:5]([CH3:10])[C:6]([O:8][CH3:9])=[O:7]. The catalyst class is: 9. (2) Reactant: [CH3:1][C:2]1[CH:19]=[CH:18][C:5]([C:6]([NH:8][CH:9]([C:15](=[O:17])[CH3:16])[CH2:10][C:11]([O:13][CH3:14])=[O:12])=O)=[CH:4][CH:3]=1.OS(O)(=O)=O. Product: [CH3:14][O:13][C:11](=[O:12])[CH2:10][C:9]1[N:8]=[C:6]([C:5]2[CH:18]=[CH:19][C:2]([CH3:1])=[CH:3][CH:4]=2)[O:17][C:15]=1[CH3:16]. The catalyst class is: 152. (3) Reactant: [NH2:1][C:2](=[O:31])[C@@H:3]([NH:7][C:8]([C:10]1([CH2:22][C:23]2[CH:28]=[CH:27][CH:26]=[C:25]([O:29][CH3:30])[CH:24]=2)[CH2:14][CH2:13][CH2:12][N:11]1[C:15]([C@@H:17]1[CH2:21][CH2:20][CH2:19][NH:18]1)=[O:16])=[O:9])[C@H:4]([OH:6])[CH3:5].C1C=CC2N(O)N=NC=2C=1.CCN=C=NCCCN(C)C.Cl.CCN(C(C)C)C(C)C.[CH2:63]([O:70][C:71]([NH:73][C@@H:74]([C@H:78]([OH:80])[CH3:79])[C:75](O)=[O:76])=[O:72])[C:64]1[CH:69]=[CH:68][CH:67]=[CH:66][CH:65]=1. Product: [NH2:1][C:2](=[O:31])[C@@H:3]([NH:7][C:8]([C:10]1([CH2:22][C:23]2[CH:28]=[CH:27][CH:26]=[C:25]([O:29][CH3:30])[CH:24]=2)[CH2:14][CH2:13][CH2:12][N:11]1[C:15]([C@@H:17]1[CH2:21][CH2:20][CH2:19][N:18]1[C:75](=[O:76])[C@@H:74]([NH:73][C:71](=[O:72])[O:70][CH2:63][C:64]1[CH:69]=[CH:68][CH:67]=[CH:66][CH:65]=1)[C@H:78]([OH:80])[CH3:79])=[O:16])=[O:9])[C@H:4]([OH:6])[CH3:5]. The catalyst class is: 2. (4) Reactant: [Cl:1][C:2]1[C:3]([N:8]2[C:12]([C:13]([O:15]CC)=[O:14])=[CH:11][C:10]([O:18][CH2:19][C:20]([F:23])([F:22])[F:21])=[N:9]2)=[N:4][CH:5]=[CH:6][CH:7]=1.O.[OH-].[Na+]. Product: [Cl:1][C:2]1[C:3]([N:8]2[C:12]([C:13]([OH:15])=[O:14])=[CH:11][C:10]([O:18][CH2:19][C:20]([F:23])([F:21])[F:22])=[N:9]2)=[N:4][CH:5]=[CH:6][CH:7]=1. The catalyst class is: 5. (5) Reactant: [Cl:1][C:2]1[C:3]([N:12]2[CH:29]=[C:15]3[C:16]([NH:21][C:22]4[CH:27]=[C:26]([CH3:28])[N:25]=[CH:24][N:23]=4)=[N:17][CH:18]=[C:19]([F:20])[C:14]3=[N:13]2)=[C:4]([CH:7]=[C:8]([CH:10]=[O:11])[CH:9]=1)[C:5]#[N:6].[BH4-].[Na+]. Product: [Cl:1][C:2]1[C:3]([N:12]2[CH:29]=[C:15]3[C:16]([NH:21][C:22]4[CH:27]=[C:26]([CH3:28])[N:25]=[CH:24][N:23]=4)=[N:17][CH:18]=[C:19]([F:20])[C:14]3=[N:13]2)=[C:4]([CH:7]=[C:8]([CH2:10][OH:11])[CH:9]=1)[C:5]#[N:6]. The catalyst class is: 353. (6) Reactant: [CH:1]1[C:10]2[C:11]3[C:16]([C:8]4[C:9]=2[C:4]([CH:5]=[C:6](O)[CH:7]=4)=[CH:3][C:2]=1[OH:23])=[N:15][C:14]1[N:17]=[C:18]([OH:21])[CH:19]=[CH:20][C:13]=1[N:12]=3.Br[CH2:25][CH2:26][CH2:27][CH2:28][CH2:29][CH2:30][CH2:31][CH2:32][CH2:33][CH3:34].[C:35]([O-:38])([O-])=O.[K+].[K+].C1O[CH2:57][CH2:56]OCCOCCOCCOCCOC1. Product: [CH2:25]([O:23][C:2]1[CH:3]=[C:4]2[C:9]3=[C:10]([C:11]4[C:16]([C:8]3=[CH:7][C:6]([O:38][CH2:35][CH2:9][CH2:10][CH2:1][CH2:2][CH2:3][CH2:4][CH2:5][CH2:56][CH3:57])=[CH:5]2)=[N:15][C:14]2[N:17]=[C:18]([O:21][CH2:25][CH2:26][CH2:27][CH2:28][CH2:29][CH2:30][CH2:31][CH2:32][CH2:33][CH3:34])[CH:19]=[CH:20][C:13]=2[N:12]=4)[CH:1]=1)[CH2:26][CH2:27][CH2:28][CH2:29][CH2:30][CH2:31][CH2:32][CH2:33][CH3:34]. The catalyst class is: 2. (7) Reactant: [CH2:1]([N:8]1[CH2:13][CH2:12][N:11]([CH:14]2[CH2:19][CH2:18][NH:17][CH2:16][CH2:15]2)[CH2:10][CH2:9]1)[C:2]1[CH:7]=[CH:6][CH:5]=[CH:4][CH:3]=1.O=[CH:21][CH2:22][CH2:23][C:24]([OH:26])=[O:25].[BH-](OC(C)=O)(OC(C)=O)O[C:29]([CH3:31])=O.[Na+].C([O-])([O-])=O.[K+].[K+]. Product: [CH2:1]([N:8]1[CH2:9][CH2:10][N:11]([CH:14]2[CH2:19][CH2:18][N:17]([CH2:21][CH2:22][CH2:23][C:24]([O:26][CH2:29][CH3:31])=[O:25])[CH2:16][CH2:15]2)[CH2:12][CH2:13]1)[C:2]1[CH:3]=[CH:4][CH:5]=[CH:6][CH:7]=1. The catalyst class is: 1. (8) Reactant: Cl[CH2:2][C:3]1[N:8]=[C:7]([CH2:9][C:10]([CH3:13])([CH3:12])[CH3:11])[C:6]([C:14]2[CH:19]=[C:18]([O:20][CH3:21])[CH:17]=[CH:16][C:15]=2[F:22])=[CH:5][CH:4]=1.[OH:23][C:24]1[CH:25]=[CH:26][C:27]([CH3:37])=[C:28]([CH2:30][CH2:31][C:32]([O:34][CH2:35][CH3:36])=[O:33])[CH:29]=1.C(=O)([O-])[O-].[Cs+].[Cs+].C(OCC)(=O)C. Product: [CH3:11][C:10]([CH3:13])([CH3:12])[CH2:9][C:7]1[N:8]=[C:3]([CH2:2][O:23][C:24]2[CH:25]=[CH:26][C:27]([CH3:37])=[C:28]([CH2:30][CH2:31][C:32]([O:34][CH2:35][CH3:36])=[O:33])[CH:29]=2)[CH:4]=[CH:5][C:6]=1[C:14]1[CH:19]=[C:18]([O:20][CH3:21])[CH:17]=[CH:16][C:15]=1[F:22]. The catalyst class is: 10.